From a dataset of Merck oncology drug combination screen with 23,052 pairs across 39 cell lines. Regression. Given two drug SMILES strings and cell line genomic features, predict the synergy score measuring deviation from expected non-interaction effect. (1) Drug 2: CCc1c2c(nc3ccc(O)cc13)-c1cc3c(c(=O)n1C2)COC(=O)C3(O)CC. Drug 1: Cn1nnc2c(C(N)=O)ncn2c1=O. Synergy scores: synergy=8.48. Cell line: A2058. (2) Drug 1: O=P1(N(CCCl)CCCl)NCCCO1. Drug 2: O=C(NOCC(O)CO)c1ccc(F)c(F)c1Nc1ccc(I)cc1F. Cell line: LNCAP. Synergy scores: synergy=11.3. (3) Drug 1: O=S1(=O)NC2(CN1CC(F)(F)F)C1CCC2Cc2cc(C=CCN3CCC(C(F)(F)F)CC3)ccc2C1. Drug 2: NC1CCCCC1N.O=C(O)C(=O)O.[Pt+2]. Cell line: A427. Synergy scores: synergy=-7.15. (4) Drug 1: N#Cc1ccc(Cn2cncc2CN2CCN(c3cccc(Cl)c3)C(=O)C2)cc1. Drug 2: Nc1ccn(C2OC(CO)C(O)C2(F)F)c(=O)n1. Cell line: HCT116. Synergy scores: synergy=-3.17. (5) Drug 1: COc1cccc2c1C(=O)c1c(O)c3c(c(O)c1C2=O)CC(O)(C(=O)CO)CC3OC1CC(N)C(O)C(C)O1. Drug 2: NC1(c2ccc(-c3nc4ccn5c(=O)[nH]nc5c4cc3-c3ccccc3)cc2)CCC1. Cell line: COLO320DM. Synergy scores: synergy=6.33. (6) Drug 1: Nc1ccn(C2OC(CO)C(O)C2(F)F)c(=O)n1. Drug 2: CCN(CC)CCNC(=O)c1c(C)[nH]c(C=C2C(=O)Nc3ccc(F)cc32)c1C. Cell line: UACC62. Synergy scores: synergy=5.27.